From a dataset of Full USPTO retrosynthesis dataset with 1.9M reactions from patents (1976-2016). Predict the reactants needed to synthesize the given product. (1) Given the product [NH2:8][C:9]1[CH2:10][C:11]([C:36](=[O:52])[N:37]([CH2:41][CH2:42][CH2:43][OH:44])[CH2:38][CH2:39][CH3:40])=[CH:12][C:13]2[CH:19]=[CH:18][C:17]([C:20]3[CH:25]=[CH:24][C:23]([CH2:26][C:27]([O:29][CH2:30][CH2:31][CH2:32][N:33]([CH3:34])[CH3:35])=[O:28])=[CH:22][CH:21]=3)=[CH:16][C:14]=2[N:15]=1, predict the reactants needed to synthesize it. The reactants are: C(OC([NH:8][C:9]1[CH2:10][C:11]([C:36](=[O:52])[N:37]([CH2:41][CH2:42][CH2:43][O:44][Si](C(C)(C)C)(C)C)[CH2:38][CH2:39][CH3:40])=[CH:12][C:13]2[CH:19]=[CH:18][C:17]([C:20]3[CH:25]=[CH:24][C:23]([CH2:26][C:27]([O:29][CH2:30][CH2:31][CH2:32][N:33]([CH3:35])[CH3:34])=[O:28])=[CH:22][CH:21]=3)=[CH:16][C:14]=2[N:15]=1)=O)(C)(C)C. (2) Given the product [Cl:1][C:2]1[CH:3]=[CH:4][C:5]2[N:6]([C:8]([C:18]3[CH:23]=[CH:22][N:21]=[C:20]([C:24]4[CH:29]=[CH:28][C:27]([CH2:30][N:32]5[CH2:37][CH2:36][O:35][CH2:34][CH2:33]5)=[CH:26][CH:25]=4)[CH:19]=3)=[C:9]([C:11]3[CH:16]=[CH:15][CH:14]=[C:13]([CH3:17])[N:12]=3)[N:10]=2)[CH:7]=1, predict the reactants needed to synthesize it. The reactants are: [Cl:1][C:2]1[CH:3]=[CH:4][C:5]2[N:6]([C:8]([C:18]3[CH:23]=[CH:22][N:21]=[C:20]([C:24]4[CH:29]=[CH:28][C:27]([CH:30]=O)=[CH:26][CH:25]=4)[CH:19]=3)=[C:9]([C:11]3[CH:16]=[CH:15][CH:14]=[C:13]([CH3:17])[N:12]=3)[N:10]=2)[CH:7]=1.[NH:32]1[CH2:37][CH2:36][O:35][CH2:34][CH2:33]1.